This data is from NCI-60 drug combinations with 297,098 pairs across 59 cell lines. The task is: Regression. Given two drug SMILES strings and cell line genomic features, predict the synergy score measuring deviation from expected non-interaction effect. (1) Drug 1: C1C(C(OC1N2C=C(C(=O)NC2=O)F)CO)O. Synergy scores: CSS=33.8, Synergy_ZIP=-10.9, Synergy_Bliss=-3.48, Synergy_Loewe=-68.8, Synergy_HSA=-1.49. Cell line: LOX IMVI. Drug 2: C1CC(=O)NC(=O)C1N2C(=O)C3=CC=CC=C3C2=O. (2) Drug 1: CC1CCC2CC(C(=CC=CC=CC(CC(C(=O)C(C(C(=CC(C(=O)CC(OC(=O)C3CCCCN3C(=O)C(=O)C1(O2)O)C(C)CC4CCC(C(C4)OC)OCCO)C)C)O)OC)C)C)C)OC. Drug 2: B(C(CC(C)C)NC(=O)C(CC1=CC=CC=C1)NC(=O)C2=NC=CN=C2)(O)O. Cell line: NCI-H226. Synergy scores: CSS=24.4, Synergy_ZIP=-4.57, Synergy_Bliss=-3.62, Synergy_Loewe=-23.7, Synergy_HSA=-9.04. (3) Drug 1: C1=CN(C(=O)N=C1N)C2C(C(C(O2)CO)O)O.Cl. Drug 2: CCC1(CC2CC(C3=C(CCN(C2)C1)C4=CC=CC=C4N3)(C5=C(C=C6C(=C5)C78CCN9C7C(C=CC9)(C(C(C8N6C)(C(=O)OC)O)OC(=O)C)CC)OC)C(=O)OC)O.OS(=O)(=O)O. Cell line: HCT116. Synergy scores: CSS=62.5, Synergy_ZIP=3.67, Synergy_Bliss=-1.47, Synergy_Loewe=-3.24, Synergy_HSA=-0.861. (4) Drug 2: C1CN(P(=O)(OC1)NCCCl)CCCl. Drug 1: CC1OCC2C(O1)C(C(C(O2)OC3C4COC(=O)C4C(C5=CC6=C(C=C35)OCO6)C7=CC(=C(C(=C7)OC)O)OC)O)O. Synergy scores: CSS=18.6, Synergy_ZIP=-2.02, Synergy_Bliss=5.95, Synergy_Loewe=-10.4, Synergy_HSA=4.27. Cell line: NCI-H226. (5) Drug 1: C1=CN(C(=O)N=C1N)C2C(C(C(O2)CO)O)O.Cl. Drug 2: CC12CCC3C(C1CCC2O)C(CC4=C3C=CC(=C4)O)CCCCCCCCCS(=O)CCCC(C(F)(F)F)(F)F. Cell line: HL-60(TB). Synergy scores: CSS=43.0, Synergy_ZIP=5.28, Synergy_Bliss=6.14, Synergy_Loewe=-13.9, Synergy_HSA=2.37. (6) Drug 1: CC1CCC2CC(C(=CC=CC=CC(CC(C(=O)C(C(C(=CC(C(=O)CC(OC(=O)C3CCCCN3C(=O)C(=O)C1(O2)O)C(C)CC4CCC(C(C4)OC)OCCO)C)C)O)OC)C)C)C)OC. Drug 2: CC1C(C(CC(O1)OC2CC(CC3=C2C(=C4C(=C3O)C(=O)C5=CC=CC=C5C4=O)O)(C(=O)C)O)N)O. Cell line: MOLT-4. Synergy scores: CSS=53.9, Synergy_ZIP=0.750, Synergy_Bliss=0.116, Synergy_Loewe=0.321, Synergy_HSA=3.66. (7) Drug 1: C1=CC(=C2C(=C1NCCNCCO)C(=O)C3=C(C=CC(=C3C2=O)O)O)NCCNCCO. Drug 2: COCCOC1=C(C=C2C(=C1)C(=NC=N2)NC3=CC=CC(=C3)C#C)OCCOC.Cl. Cell line: OVCAR-4. Synergy scores: CSS=20.3, Synergy_ZIP=-3.57, Synergy_Bliss=1.59, Synergy_Loewe=-9.95, Synergy_HSA=3.06.